From a dataset of Full USPTO retrosynthesis dataset with 1.9M reactions from patents (1976-2016). Predict the reactants needed to synthesize the given product. Given the product [CH:24]1([CH:22]([C:18]2[C:17]3[N:13]4[CH2:12][CH2:11][CH2:10][N:9]([C:3]5[CH:4]=[CH:5][C:6]([Cl:8])=[CH:7][C:2]=5[Cl:1])[C:14]4=[N:15][C:16]=3[CH:21]=[CH:20][CH:19]=2)[OH:23])[CH2:26][CH2:25]1, predict the reactants needed to synthesize it. The reactants are: [Cl:1][C:2]1[CH:7]=[C:6]([Cl:8])[CH:5]=[CH:4][C:3]=1[N:9]1[C:14]2=[N:15][C:16]3[C:17](=[C:18]([CH:22]=[O:23])[CH:19]=[CH:20][CH:21]=3)[N:13]2[CH2:12][CH2:11][CH2:10]1.[CH:24]1([Mg]Br)[CH2:26][CH2:25]1.